This data is from Catalyst prediction with 721,799 reactions and 888 catalyst types from USPTO. The task is: Predict which catalyst facilitates the given reaction. (1) Reactant: [Cl:1][C:2]1[CH:7]=[C:6]([O:8][CH3:9])[CH:5]=[CH:4][C:3]=1[OH:10].[Mg+2].[Cl-].[Cl-].[CH2:14]=[O:15].Cl. Product: [Cl:1][C:2]1[C:3]([OH:10])=[C:4]([CH:5]=[C:6]([O:8][CH3:9])[CH:7]=1)[CH:14]=[O:15]. The catalyst class is: 10. (2) Reactant: [F:1][C:2]1[CH:3]=[C:4]([C:22]2[C:23]([C:28]#[N:29])=[CH:24][CH:25]=[CH:26][CH:27]=2)[CH:5]=[CH:6][C:7]=1[CH2:8][C:9]1[C:10](=[O:21])[NH:11][C:12]2[N:13]([N:18]=[CH:19][N:20]=2)[C:14]=1[CH2:15][CH2:16][CH3:17].Cl[CH2:31][O:32][CH3:33].C(=O)([O-])[O-].[K+].[K+].CN(C)C=O. Product: [CH3:31][O:32][CH2:33][N:11]1[C:10](=[O:21])[C:9]([CH2:8][C:7]2[CH:6]=[CH:5][C:4]([C:22]3[C:23]([C:28]#[N:29])=[CH:24][CH:25]=[CH:26][CH:27]=3)=[CH:3][C:2]=2[F:1])=[C:14]([CH2:15][CH2:16][CH3:17])[N:13]2[N:18]=[CH:19][N:20]=[C:12]12. The catalyst class is: 13. (3) Reactant: N([C:10]([CH3:16])(C)[C:11]([O:13][CH3:14])=O)=N[C:10](C)([CH3:16])[C:11]([O:13][CH3:14])=O.[OH2:17].CO.C[C:21](=[O:24])[CH2:22]C. Product: [C:21]([O:24][CH:10]([CH3:16])[CH2:11][O:13][CH3:14])(=[O:17])[CH3:22]. The catalyst class is: 81. (4) Product: [CH2:11]([N:18]1[CH2:23][CH2:22][O:21][CH:20]([C:24]2[CH:29]=[CH:28][C:27]([C:30]([C:32]3[C:37]([CH3:38])=[CH:36][CH:35]=[CH:34][C:33]=3[CH3:39])=[O:31])=[CH:26][CH:25]=2)[CH2:19]1)[C:12]1[CH:17]=[CH:16][CH:15]=[CH:14][CH:13]=1. The catalyst class is: 2. Reactant: C(Cl)(=O)C(Cl)=O.CS(C)=O.[CH2:11]([N:18]1[CH2:23][CH2:22][O:21][CH:20]([C:24]2[CH:29]=[CH:28][C:27]([CH:30]([C:32]3[C:37]([CH3:38])=[CH:36][CH:35]=[CH:34][C:33]=3[CH3:39])[OH:31])=[CH:26][CH:25]=2)[CH2:19]1)[C:12]1[CH:17]=[CH:16][CH:15]=[CH:14][CH:13]=1.CCN(CC)CC.[NH4+].[OH-]. (5) Reactant: C([O:5][C:6](=[O:53])[CH:7]([N:11]([CH2:23][C:24]1[CH:29]=[CH:28][C:27]([C:30](=[O:52])[NH:31][CH2:32][CH2:33][O:34][CH2:35][CH2:36][O:37][CH2:38][CH2:39][O:40][CH2:41][CH2:42][NH:43][C:44](=[O:51])[CH2:45][CH2:46][CH2:47][C:48]([OH:50])=[O:49])=[CH:26][CH:25]=1)[S:12]([C:15]1[CH:20]=[CH:19][C:18]([O:21][CH3:22])=[CH:17][CH:16]=1)(=[O:14])=[O:13])[CH:8]([CH3:10])[CH3:9])(C)(C)C.Cl. Product: [C:48]([CH2:47][CH2:46][CH2:45][C:44]([NH:43][CH2:42][CH2:41][O:40][CH2:39][CH2:38][O:37][CH2:36][CH2:35][O:34][CH2:33][CH2:32][NH:31][C:30]([C:27]1[CH:28]=[CH:29][C:24]([CH2:23][N:11]([S:12]([C:15]2[CH:20]=[CH:19][C:18]([O:21][CH3:22])=[CH:17][CH:16]=2)(=[O:13])=[O:14])[CH:7]([CH:8]([CH3:10])[CH3:9])[C:6]([OH:53])=[O:5])=[CH:25][CH:26]=1)=[O:52])=[O:51])([OH:50])=[O:49]. The catalyst class is: 4. (6) Reactant: [CH3:1][NH:2][CH3:3].[N:4]1[CH:9]=[CH:8][CH:7]=[CH:6][C:5]=1[CH2:10][N:11]1[C:19]2[C:14](=[CH:15][C:16]([NH:20][C:21]3[C:30]4[C:25](=[CH:26][CH:27]=[CH:28][C:29]=4[O:31][C@H:32]([CH3:37])[C:33]([O:35]C)=O)[N:24]=[CH:23][N:22]=3)=[CH:17][CH:18]=2)[CH:13]=[CH:12]1. Product: [CH3:1][N:2]([CH3:3])[C:33](=[O:35])[C@H:32]([O:31][C:29]1[CH:28]=[CH:27][CH:26]=[C:25]2[C:30]=1[C:21]([NH:20][C:16]1[CH:15]=[C:14]3[C:19](=[CH:18][CH:17]=1)[N:11]([CH2:10][C:5]1[CH:6]=[CH:7][CH:8]=[CH:9][N:4]=1)[CH:12]=[CH:13]3)=[N:22][CH:23]=[N:24]2)[CH3:37]. The catalyst class is: 5. (7) Reactant: P(CCCC)(CCCC)CCCC.[N+:14](=[C:16]([C:22]([C:24]1[CH:29]=[C:28]([CH2:30][N:31]2[CH2:36][CH2:35][O:34][CH2:33][CH2:32]2)[CH:27]=[CH:26][C:25]=1F)=[O:23])[C:17]([O:19][CH2:20][CH3:21])=[O:18])=[N-:15]. Product: [OH:23][C:22]1[C:24]2[C:25](=[CH:26][CH:27]=[C:28]([CH2:30][N:31]3[CH2:36][CH2:35][O:34][CH2:33][CH2:32]3)[CH:29]=2)[N:15]=[N:14][C:16]=1[C:17]([O:19][CH2:20][CH3:21])=[O:18]. The catalyst class is: 12.